From a dataset of Forward reaction prediction with 1.9M reactions from USPTO patents (1976-2016). Predict the product of the given reaction. (1) Given the reactants C1(C)C=CC(C(C2C=CC(C)=CC=2)S(CC(N)=O)=[O:9])=CC=1.[F:22][C:23]1[CH:24]=[C:25]([CH:29]([C:35]2[CH:40]=[CH:39][CH:38]=[C:37]([F:41])[CH:36]=2)[S:30][CH2:31][C:32]([NH2:34])=[O:33])[CH:26]=[CH:27][CH:28]=1, predict the reaction product. The product is: [F:22][C:23]1[CH:24]=[C:25]([CH:29]([C:35]2[CH:40]=[CH:39][CH:38]=[C:37]([F:41])[CH:36]=2)[S:30]([CH2:31][C:32]([NH2:34])=[O:33])=[O:9])[CH:26]=[CH:27][CH:28]=1. (2) The product is: [Cl:8][C:9]1[N:10]=[CH:11][C:12]([C:13]([N:1]2[CH2:7][CH2:6][CH2:5][NH:4][CH2:3][CH2:2]2)=[O:14])=[CH:18][CH:19]=1. Given the reactants [NH:1]1[CH2:7][CH2:6][CH2:5][NH:4][CH2:3][CH2:2]1.[Cl:8][C:9]1[CH:19]=[CH:18][C:12]([C:13](OCC)=[O:14])=[CH:11][N:10]=1.C([Li])CCCCC.CC([O-])=O.[Na+].CC(O)=O.C([O-])(=O)C.[Na+], predict the reaction product. (3) Given the reactants [Cl:1][C:2]1[C:7]([Cl:8])=[CH:6][CH:5]=[CH:4][C:3]=1[S:9]([N:12]([C:21]1[C:26]([O:27][CH3:28])=[N:25][C:24](Cl)=[CH:23][N:22]=1)[CH2:13][O:14][CH2:15][CH2:16][Si:17]([CH3:20])([CH3:19])[CH3:18])(=[O:11])=[O:10].Cl.[CH2:31]([O:33][C:34](=[O:39])[C@H:35]([CH2:37][SH:38])[NH2:36])[CH3:32], predict the reaction product. The product is: [Cl:1][C:2]1[C:7]([Cl:8])=[CH:6][CH:5]=[CH:4][C:3]=1[S:9]([N:12]([CH2:13][O:14][CH2:15][CH2:16][Si:17]([CH3:18])([CH3:20])[CH3:19])[C:21]1[N:22]=[CH:23][C:24]([S:38][CH2:37][C@@H:35]([C:34]([O:33][CH2:31][CH3:32])=[O:39])[NH2:36])=[N:25][C:26]=1[O:27][CH3:28])(=[O:11])=[O:10]. (4) Given the reactants [CH:1]([C:3]1[CH:4]=[CH:5][C:6]2[N:7]([C:9]([C:12]([O:14][CH2:15][CH3:16])=[O:13])=[CH:10][N:11]=2)[CH:8]=1)=C.N1C(C)=CC=CC=1C.[O:25]1CCOCC1.O, predict the reaction product. The product is: [CH:1]([C:3]1[CH:4]=[CH:5][C:6]2[N:7]([C:9]([C:12]([O:14][CH2:15][CH3:16])=[O:13])=[CH:10][N:11]=2)[CH:8]=1)=[O:25]. (5) Given the reactants [N+:1]([C:4]1[CH:33]=[CH:32][CH:31]=[CH:30][C:5]=1[C:6]([NH:8][CH:9]([C:11]1[N:16]=[N:15][C:14]([NH:17][C:18]2[CH:23]=[C:22]([O:24][CH3:25])[C:21]([O:26][CH3:27])=[C:20]([O:28][CH3:29])[CH:19]=2)=[N:13][CH:12]=1)[CH3:10])=O)([O-:3])=[O:2].P(Cl)(Cl)(Cl)=O, predict the reaction product. The product is: [CH3:10][C:9]1[N:8]=[C:6]([C:5]2[CH:30]=[CH:31][CH:32]=[CH:33][C:4]=2[N+:1]([O-:3])=[O:2])[N:16]2[C:11]=1[CH:12]=[N:13][C:14]([NH:17][C:18]1[CH:23]=[C:22]([O:24][CH3:25])[C:21]([O:26][CH3:27])=[C:20]([O:28][CH3:29])[CH:19]=1)=[N:15]2. (6) Given the reactants [C:1]([O:5][C:6]([N:8]1[CH2:11][CH:10]([C:12]2[CH:38]=[CH:37][C:15]3[C:16]4C([CH2:21][CH2:22][O:23][C:14]=3[CH:13]=2)=CN(C2N(C3C=CC(F)=CC=3F)N=CN=2)[N:17]=4)[CH2:9]1)=[O:7])([CH3:4])([CH3:3])[CH3:2].BrC1C=CC2C3[N:48](CCOC=2C=1)[CH:47]=[C:46]([C:52]1[N:53]([CH:57]([CH3:59])[CH3:58])[N:54]=[CH:55][N:56]=1)N=3, predict the reaction product. The product is: [C:1]([O:5][C:6]([N:8]1[CH2:11][CH:10]([C:12]2[CH:38]=[CH:37][C:15]3[C:16]4[N:48]([CH2:21][CH2:22][O:23][C:14]=3[CH:13]=2)[CH:47]=[C:46]([C:52]2[N:53]([CH:57]([CH3:59])[CH3:58])[N:54]=[CH:55][N:56]=2)[N:17]=4)[CH2:9]1)=[O:7])([CH3:3])([CH3:2])[CH3:4]. (7) Given the reactants [CH:1]([C:3]1[CH:8]=[CH:7][C:6]([N:9]2[CH2:14][CH2:13][N:12]([C:15]([O:17][C:18]([CH3:21])([CH3:20])[CH3:19])=[O:16])[CH2:11][CH2:10]2)=[CH:5][CH:4]=1)=[O:2].[BH4-].[Li+], predict the reaction product. The product is: [OH:2][CH2:1][C:3]1[CH:4]=[CH:5][C:6]([N:9]2[CH2:10][CH2:11][N:12]([C:15]([O:17][C:18]([CH3:21])([CH3:20])[CH3:19])=[O:16])[CH2:13][CH2:14]2)=[CH:7][CH:8]=1. (8) Given the reactants [NH2:1][CH2:2][C@@H:3]1[C@H:8]([CH3:9])[CH2:7][CH2:6][CH2:5][N:4]1[C:10]([C:12]1[CH:17]=[C:16]([CH3:18])[CH:15]=[CH:14][C:13]=1C1C=NN(C)C=1)=[O:11].CC1C=CC([C:35]2[CH:40]=[CH:39][C:38]([CH3:41])=[CH:37][N:36]=2)=C(C=1)C(O)=O, predict the reaction product. The product is: [NH2:1][CH2:2][C@@H:3]1[C@H:8]([CH3:9])[CH2:7][CH2:6][CH2:5][N:4]1[C:10]([C:12]1[CH:17]=[C:16]([CH3:18])[CH:15]=[CH:14][C:13]=1[C:35]1[CH:40]=[CH:39][C:38]([CH3:41])=[CH:37][N:36]=1)=[O:11]. (9) Given the reactants Br[C:2]1[N:3]=[C:4]([C:9]2[N:13]=[C:12]([C:14]3[CH:19]=[CH:18][CH:17]=[CH:16][CH:15]=3)[O:11][N:10]=2)[C:5]([NH2:8])=[N:6][CH:7]=1.CC1(C)C(C)(C)OB([C:28]2[CH2:29][CH2:30][N:31]([C:34]([O:36][C:37]([CH3:40])([CH3:39])[CH3:38])=[O:35])[CH2:32][CH:33]=2)O1.C(=O)([O-])[O-].[Na+].[Na+], predict the reaction product. The product is: [NH2:8][C:5]1[N:6]=[CH:7][C:2]([C:28]2[CH2:33][CH2:32][N:31]([C:34]([O:36][C:37]([CH3:40])([CH3:39])[CH3:38])=[O:35])[CH2:30][CH:29]=2)=[N:3][C:4]=1[C:9]1[N:13]=[C:12]([C:14]2[CH:19]=[CH:18][CH:17]=[CH:16][CH:15]=2)[O:11][N:10]=1. (10) Given the reactants [O:1]1[CH2:5][CH2:4][CH2:3][CH:2]1[C:6]1[CH:14]=[CH:13][C:9]([C:10]([OH:12])=O)=[CH:8][CH:7]=1.CN(C(ON1N=NC2C=CC=NC1=2)=[N+](C)C)C.F[P-](F)(F)(F)(F)F.C(N(CC)CC)C.[NH2:46][CH2:47][C:48]1[C:49]([OH:56])=[N:50][C:51]([CH3:55])=[CH:52][C:53]=1[CH3:54], predict the reaction product. The product is: [OH:56][C:49]1[C:48]([CH2:47][NH:46][C:10](=[O:12])[C:9]2[CH:8]=[CH:7][C:6]([CH:2]3[CH2:3][CH2:4][CH2:5][O:1]3)=[CH:14][CH:13]=2)=[C:53]([CH3:54])[CH:52]=[C:51]([CH3:55])[N:50]=1.